This data is from Orexin1 receptor HTS with 218,158 compounds and 233 confirmed actives. The task is: Binary Classification. Given a drug SMILES string, predict its activity (active/inactive) in a high-throughput screening assay against a specified biological target. (1) The drug is Fc1ccc(N2N=C(CCC)/C(C2=O)=C/Nc2ccc(cc2)C)cc1. The result is 0 (inactive). (2) The compound is S(=O)(=O)(N1CCC(CC1)C(=O)c1ccc(cc1)C)c1c(onc1C)C. The result is 0 (inactive). (3) The compound is OC1(CCN(CC1)C(=O)C1CN(C(=O)CC1)CCc1ccc(OC)cc1)c1ccccc1. The result is 0 (inactive). (4) The molecule is Fc1ccc(N2C(=O)C3C(C(N4C3c3c(C=C4)cccc3)C(=O)c3occc3)C2=O)cc1. The result is 0 (inactive). (5) The drug is O=C(N1CC(CCC1)C)COC(=O)Cn1c2c(nc1)cccc2. The result is 0 (inactive). (6) The drug is O=C1N(CC(C1)c1ccccc1)CC(=O)Nc1cc2OCOc2cc1. The result is 0 (inactive).